From a dataset of Full USPTO retrosynthesis dataset with 1.9M reactions from patents (1976-2016). Predict the reactants needed to synthesize the given product. Given the product [C:24]([C:26]1[CH:41]=[CH:40][C:29]2[C:30]([N:33]3[CH2:38][CH2:37][N:36]([CH2:6][CH2:7][C@H:8]4[C:13]5[CH:14]=[CH:15][C:16]([N:18]6[CH2:22][CH2:21][NH:20][C:19]6=[O:23])=[CH:17][C:12]=5[CH2:11][CH2:10][O:9]4)[C@H:35]([CH3:39])[CH2:34]3)=[CH:31][S:32][C:28]=2[CH:27]=1)#[N:25], predict the reactants needed to synthesize it. The reactants are: CS(O[CH2:6][CH2:7][C@H:8]1[C:13]2[CH:14]=[CH:15][C:16]([N:18]3[CH2:22][CH2:21][NH:20][C:19]3=[O:23])=[CH:17][C:12]=2[CH2:11][CH2:10][O:9]1)(=O)=O.[C:24]([C:26]1[CH:41]=[CH:40][C:29]2[C:30]([N:33]3[CH2:38][CH2:37][NH:36][C@H:35]([CH3:39])[CH2:34]3)=[CH:31][S:32][C:28]=2[CH:27]=1)#[N:25].